Task: Predict which catalyst facilitates the given reaction.. Dataset: Catalyst prediction with 721,799 reactions and 888 catalyst types from USPTO Reactant: [I:1][C:2]1[CH:3]=[C:4]2[C:8](=[CH:9][CH:10]=1)[NH:7][C:6](=O)[C:5]2=[O:12].[OH-].[K+].O.BrC[C:18](=O)[C:19]([OH:21])=[O:20].OS([O-])=O.[Na+].Cl. Product: [OH:12][C:5]1[CH:6]=[N:7][C:8]2[C:4]([C:18]=1[C:19]([OH:21])=[O:20])=[CH:3][C:2]([I:1])=[CH:10][CH:9]=2. The catalyst class is: 6.